Dataset: Volume of distribution at steady state (VDss) regression data from Lombardo et al.. Task: Regression/Classification. Given a drug SMILES string, predict its absorption, distribution, metabolism, or excretion properties. Task type varies by dataset: regression for continuous measurements (e.g., permeability, clearance, half-life) or binary classification for categorical outcomes (e.g., BBB penetration, CYP inhibition). For this dataset (vdss_lombardo), we predict log10(VDss) (log10 of volume of distribution in L/kg). (1) The compound is CN/C(=C\[N+](=O)[O-])NCCSCc1ccc(C[NH+](C)C)o1. The log10(VDss) is 0.0800. (2) The molecule is CC(C)[NH2+]CC(O)COc1cccc2c1N(C(=O)c1cccnc1)CCC2. The log10(VDss) is -0.170. (3) The drug is CCC(=O)OC1(C(=O)SCF)C(C)CC2C3CC(F)C4=CC(=O)C=CC4(C)C3(F)C(O)CC21C. The log10(VDss) is 0.560. (4) The compound is Cn1nnc2c(C(N)=O)ncn2c1=O. The log10(VDss) is -0.300. (5) The molecule is CC[NH+]1CCCC1CNC(=O)c1c(OC)ccc(Br)c1OC. The log10(VDss) is -0.190. (6) The compound is Cn1nnnc1SCC1=C(C(=O)[O-])N2C(=O)C(NC(=O)C(O)c3ccccc3)C2SC1. The log10(VDss) is -0.800. (7) The compound is CC(O)C1C(=O)N2C(C(=O)[O-])=C(SC3CNC(C(=O)Nc4cccc(C(=O)[O-])c4)C3)C(C)C12. The log10(VDss) is -0.920. (8) The molecule is CC(O)C1C(=O)N2C(C(=O)[O-])=C(SC3C[NH2+]C(C(=O)N(C)C)C3)C(C)C12. The log10(VDss) is -0.520. (9) The compound is CCOC(=O)C1=C(COCC[NH3+])NC(C)=C(C(=O)OC)C1c1ccccc1Cl. The log10(VDss) is 1.23.